This data is from Catalyst prediction with 721,799 reactions and 888 catalyst types from USPTO. The task is: Predict which catalyst facilitates the given reaction. (1) Reactant: COC1C=CC(C[NH:8][C:9]2[S:10][CH:11]=[CH:12][N:13]=2)=CC=1.[Li+].C[Si]([N-][Si](C)(C)C)(C)C.[CH3:26][O:27][C:28]1[CH:33]=[C:32]([C:34]([F:37])([F:36])[F:35])[CH:31]=[CH:30][C:29]=1[C:38]1[C:47]2[C:42](=[CH:43][C:44]([S:48](Cl)(=[O:50])=[O:49])=[N:45][CH:46]=2)[N:41]=[CH:40][CH:39]=1. Product: [CH3:26][O:27][C:28]1[CH:33]=[C:32]([C:34]([F:37])([F:36])[F:35])[CH:31]=[CH:30][C:29]=1[C:38]1[C:47]2[C:42](=[CH:43][C:44]([S:48]([NH:8][C:9]3[S:10][CH:11]=[CH:12][N:13]=3)(=[O:50])=[O:49])=[N:45][CH:46]=2)[N:41]=[CH:40][CH:39]=1. The catalyst class is: 1. (2) Reactant: [C:1]([C:3]1[CH:8]=[CH:7][CH:6]=[CH:5][C:4]=1[C:9]1[CH:10]=[C:11]([C:27]([O:29]C)=[O:28])[C:12]2[CH2:13][CH2:14][N:15]([CH:20]([CH2:24][CH2:25][CH3:26])[CH2:21][CH2:22][CH3:23])[C:16](=[O:19])[C:17]=2[CH:18]=1)#[N:2].[OH-].[Na+]. Product: [C:1]([C:3]1[CH:8]=[CH:7][CH:6]=[CH:5][C:4]=1[C:9]1[CH:10]=[C:11]([C:27]([OH:29])=[O:28])[C:12]2[CH2:13][CH2:14][N:15]([CH:20]([CH2:21][CH2:22][CH3:23])[CH2:24][CH2:25][CH3:26])[C:16](=[O:19])[C:17]=2[CH:18]=1)#[N:2]. The catalyst class is: 12.